Dataset: Full USPTO retrosynthesis dataset with 1.9M reactions from patents (1976-2016). Task: Predict the reactants needed to synthesize the given product. (1) Given the product [C:1]([O:5][C:6]([NH:8][C@@H:9]1[C:10](=[O:11])[N:12]2[C@@H:13]([CH2:14][C@@H:15]([O:17][Si:18]([C:21]([CH3:23])([CH3:22])[CH3:24])([CH3:19])[CH3:20])[CH2:16]2)[C:25](=[O:26])[NH:27][C@@:28]2([C:33]([O:35][CH2:36][CH3:37])=[O:34])[C@@H:30]([CH2:29]2)[CH:44]=[CH:43][CH2:42][CH2:41][CH2:40][NH:39][CH2:38]1)=[O:7])([CH3:3])([CH3:2])[CH3:4], predict the reactants needed to synthesize it. The reactants are: [C:1]([O:5][C:6]([NH:8][C@@H:9]([CH2:38][N:39](C1CC1)[CH2:40][CH2:41][CH2:42][CH:43]=[CH2:44])[C:10]([N:12]1[CH2:16][C@H:15]([O:17][Si:18]([C:21]([CH3:24])([CH3:23])[CH3:22])([CH3:20])[CH3:19])[CH2:14][C@H:13]1[C:25]([NH:27][C@:28]1([C:33]([O:35][CH2:36][CH3:37])=[O:34])[CH2:30][C@H:29]1C=C)=[O:26])=[O:11])=[O:7])([CH3:4])([CH3:3])[CH3:2]. (2) Given the product [I:25][C:7]1[CH:8]=[C:9]([CH2:13][CH2:14][CH2:15][CH2:16][O:17][CH2:18][CH2:19][CH2:20][CH2:21][CH2:22][CH2:23][Br:24])[CH:10]=[CH:11][CH:12]=1, predict the reactants needed to synthesize it. The reactants are: C([Li])CCC.Br[C:7]1[CH:8]=[C:9]([CH2:13][CH2:14][CH2:15][CH2:16][O:17][C:18]2[C:23]([Br:24])=[CH:22][CH:21]=[CH:20][CH:19]=2)[CH:10]=[CH:11][CH:12]=1.[I:25]I.S(=O)(O)[O-].[Na+]. (3) Given the product [CH3:21][O:23][C:24](=[O:33])[CH:25]([O:3][CH3:1])[C:26]([CH:28]1[CH2:32][CH2:31][CH2:30][CH2:29]1)=[O:27], predict the reactants needed to synthesize it. The reactants are: [C:1](O)(=[O:3])C.C(O)(=O)C.I(C1C=CC=CC=1)=O.B(F)(F)F.[CH2:21]([O:23][C:24](=[O:33])[CH2:25][C:26]([CH:28]1[CH2:32][CH2:31][CH2:30][CH2:29]1)=[O:27])C.